Dataset: Reaction yield outcomes from USPTO patents with 853,638 reactions. Task: Predict the reaction yield, written as a fraction of the theoretical maximum amount of product (1.0 means a 100% yield; for example, 0.34 means a 34% yield). The reactants are [F:1][C:2]1[CH:19]=[CH:18][C:17]([F:20])=[CH:16][C:3]=1[CH2:4][N:5]1[CH2:10][CH2:9][NH:8][C:7]2[N:11]=[CH:12][C:13](I)=[CH:14][C:6]1=2.[CH2:21]([O:23][C:24]([C:26]1[CH:31]=[CH:30][C:29](B(O)O)=[CH:28][CH:27]=1)=[O:25])[CH3:22]. No catalyst specified. The product is [CH2:21]([O:23][C:24](=[O:25])[C:26]1[CH:31]=[CH:30][C:29]([C:13]2[CH:12]=[N:11][C:7]3[NH:8][CH2:9][CH2:10][N:5]([CH2:4][C:3]4[CH:16]=[C:17]([F:20])[CH:18]=[CH:19][C:2]=4[F:1])[C:6]=3[CH:14]=2)=[CH:28][CH:27]=1)[CH3:22]. The yield is 0.630.